From a dataset of Peptide-MHC class I binding affinity with 185,985 pairs from IEDB/IMGT. Regression. Given a peptide amino acid sequence and an MHC pseudo amino acid sequence, predict their binding affinity value. This is MHC class I binding data. (1) The peptide sequence is ALFDTSASL. The MHC is HLA-A02:01 with pseudo-sequence HLA-A02:01. The binding affinity (normalized) is 0.0847. (2) The peptide sequence is ALFDRPAFK. The binding affinity (normalized) is 0.0847. The MHC is HLA-B57:01 with pseudo-sequence HLA-B57:01. (3) The peptide sequence is SSSFSHREK. The MHC is HLA-A68:01 with pseudo-sequence HLA-A68:01. The binding affinity (normalized) is 0.324. (4) The peptide sequence is ISIMIEEVMR. The MHC is HLA-A68:01 with pseudo-sequence HLA-A68:01. The binding affinity (normalized) is 0.592. (5) The peptide sequence is FEISKLVEI. The MHC is H-2-Db with pseudo-sequence H-2-Db. The binding affinity (normalized) is 0.285. (6) The peptide sequence is MTMLTRWKI. The MHC is HLA-B45:06 with pseudo-sequence HLA-B45:06. The binding affinity (normalized) is 0.213. (7) The peptide sequence is GVFVLGFLGF. The binding affinity (normalized) is 0.0255. The MHC is Mamu-A02 with pseudo-sequence Mamu-A02. (8) The peptide sequence is QKEEAAICGQMDLS. The MHC is HLA-B53:01 with pseudo-sequence HLA-B53:01. The binding affinity (normalized) is 0.184.